Dataset: Full USPTO retrosynthesis dataset with 1.9M reactions from patents (1976-2016). Task: Predict the reactants needed to synthesize the given product. (1) The reactants are: Br.Br[CH2:3][C:4]([C:6]1[CH:11]=[CH:10][N:9]=[CH:8][CH:7]=1)=O.[CH3:12][NH:13][C:14]([NH2:16])=[S:15]. Given the product [CH3:12][NH:13][C:14]1[S:15][CH:3]=[C:4]([C:6]2[CH:11]=[CH:10][N:9]=[CH:8][CH:7]=2)[N:16]=1, predict the reactants needed to synthesize it. (2) Given the product [Cl:23][C:24]1[CH:32]=[CH:31][C:30]([N+:33]([O-:35])=[O:34])=[CH:29][C:25]=1[C:26]([Cl:21])=[O:27], predict the reactants needed to synthesize it. The reactants are: C(NC1C=C2C(=CC=1)OC(CC(O)=O)CC2)(=O)C.S(Cl)([Cl:21])=O.[Cl:23][C:24]1[CH:32]=[CH:31][C:30]([N+:33]([O-:35])=[O:34])=[CH:29][C:25]=1[C:26](O)=[O:27]. (3) Given the product [F:17][C:2]([F:16])([F:1])[CH:3]1[C:12]2[C:7]3=[C:8]([CH2:20][NH:15][CH2:14][CH2:13][N:6]3[CH2:5][CH2:4]1)[CH:9]=[CH:10][CH:11]=2, predict the reactants needed to synthesize it. The reactants are: [F:1][C:2]([F:17])([F:16])[CH:3]1[C:12]2[C:7](=[CH:8][CH:9]=[CH:10][CH:11]=2)[N:6]([CH2:13][CH2:14][NH2:15])[CH2:5][CH2:4]1.C=O.[C:20](O)(C(F)(F)F)=O.[OH-].[Na+]. (4) Given the product [CH2:1]([N:8]([C:18]1[CH:19]=[C:20]2[C:25](=[CH:26][CH:27]=1)[C:24](=[O:28])[N:23]([CH2:32][CH3:33])[CH2:22][CH2:21]2)[S:9]([C:12]1[CH:16]=[CH:15][N:14]([CH3:17])[N:13]=1)(=[O:11])=[O:10])[C:2]1[CH:7]=[CH:6][CH:5]=[CH:4][CH:3]=1, predict the reactants needed to synthesize it. The reactants are: [CH2:1]([N:8]([C:18]1[CH:19]=[C:20]2[C:25](=[CH:26][CH:27]=1)[C:24](=[O:28])[NH:23][CH2:22][CH2:21]2)[S:9]([C:12]1[CH:16]=[CH:15][N:14]([CH3:17])[N:13]=1)(=[O:11])=[O:10])[C:2]1[CH:7]=[CH:6][CH:5]=[CH:4][CH:3]=1.[H-].[Na+].I[CH2:32][CH3:33]. (5) Given the product [Cl:9][C:10]1[CH:11]=[CH:12][C:13]2[N:14]([C:16]([I:1])=[C:17]([C:19]3[O:20][CH:21]=[CH:22][CH:23]=3)[N:18]=2)[N:15]=1, predict the reactants needed to synthesize it. The reactants are: [I:1]N1C(=O)CCC1=O.[Cl:9][C:10]1[CH:11]=[CH:12][C:13]2[N:14]([CH:16]=[C:17]([C:19]3[O:20][CH:21]=[CH:22][CH:23]=3)[N:18]=2)[N:15]=1. (6) Given the product [F:10][C:7]1[CH:8]=[CH:9][C:2]([S:26][CH3:20])=[C:3]([CH:6]=1)[C:4]#[N:5], predict the reactants needed to synthesize it. The reactants are: F[C:2]1[CH:9]=[CH:8][C:7]([F:10])=[CH:6][C:3]=1[C:4]#[N:5].C(OC(=O)NCC1C=C(Br)C=C[C:20]=1[S:26]CC)(C)(C)C.C[S-].[Na+].